Dataset: Full USPTO retrosynthesis dataset with 1.9M reactions from patents (1976-2016). Task: Predict the reactants needed to synthesize the given product. (1) Given the product [ClH:1].[NH2:2][C:3]1[C:12]2[N:13]=[C:14]([CH2:33][CH2:34][CH2:35][CH3:36])[N:15]([CH2:16][CH2:17][CH2:18][CH2:19][NH:20][S:21]([C:24]3[CH:25]=[CH:26][C:27]([NH2:30])=[CH:28][CH:29]=3)(=[O:23])=[O:22])[C:11]=2[C:10]2[CH:9]=[CH:8][CH:7]=[CH:6][C:5]=2[N:4]=1, predict the reactants needed to synthesize it. The reactants are: [ClH:1].[NH2:2][C:3]1[C:12]2[N:13]=[C:14]([CH2:33][CH2:34][CH2:35][CH3:36])[N:15]([CH2:16][CH2:17][CH2:18][CH2:19][NH:20][S:21]([C:24]3[CH:29]=[CH:28][C:27]([N+:30]([O-])=O)=[CH:26][CH:25]=3)(=[O:23])=[O:22])[C:11]=2[C:10]2[CH:9]=[CH:8][CH:7]=[CH:6][C:5]=2[N:4]=1. (2) Given the product [NH2:27][C@H:16]([CH2:17][C:18]1[CH:23]=[C:22]([F:24])[C:21]([F:25])=[CH:20][C:19]=1[F:26])[CH2:15][C:14]([N:8]1[CH2:9][CH2:10][NH:11][C:12](=[O:13])[C@H:7]1[CH2:6][O:5][C:1]([CH3:2])([CH3:3])[CH3:4])=[O:38], predict the reactants needed to synthesize it. The reactants are: [C:1]([O:5][CH2:6][C@@H:7]1[C:12](=[O:13])[NH:11][CH2:10][CH2:9][N:8]1[C:14](=[O:38])[CH2:15][C@H:16]([NH:27]C(=O)OCC1C=CC=CC=1)[CH2:17][C:18]1[CH:23]=[C:22]([F:24])[C:21]([F:25])=[CH:20][C:19]=1[F:26])([CH3:4])([CH3:3])[CH3:2].C(OCC)(=O)C. (3) The reactants are: F[C:2]1[CH:7]=[C:6]([N+:8]([O-:10])=[O:9])[CH:5]=[CH:4][C:3]=1[N:11]1[CH2:16][C@@H:15]([CH3:17])[NH:14][CH2:13][C@@H:12]1[CH3:18].FC1C=CC([N+]([O-])=O)=CC=1.C[C@H]1CN[C@H](C)CN1. Given the product [CH3:18][C@H:12]1[CH2:13][NH:14][C@H:15]([CH3:17])[CH2:16][N:11]1[C:3]1[CH:4]=[CH:5][C:6]([N+:8]([O-:10])=[O:9])=[CH:7][CH:2]=1, predict the reactants needed to synthesize it. (4) Given the product [C:6]([N:31]1[C:32](=[O:35])[C:33]([Cl:34])=[C:28]([O:27][CH2:5][C:6]2[CH:7]=[CH:8][C:9]([O:10][CH2:11][CH2:12][CH2:13][F:36])=[CH:25][CH:26]=2)[CH:29]=[N:30]1)([CH3:26])([CH3:7])[CH3:5], predict the reactants needed to synthesize it. The reactants are: C([CH:5]([O:27][C:28]1[CH:29]=[N:30][NH:31][C:32](=[O:35])[C:33]=1[Cl:34])[C:6]1[CH:26]=[CH:25][C:9]([O:10][CH2:11][CH2:12][CH2:13]OS(C2C=CC(C)=CC=2)(=O)=O)=[CH:8][CH:7]=1)(C)(C)C.[F-:36].[K+].